This data is from Reaction yield outcomes from USPTO patents with 853,638 reactions. The task is: Predict the reaction yield, written as a fraction of the theoretical maximum amount of product (1.0 means a 100% yield; for example, 0.34 means a 34% yield). The reactants are [F:1][C:2]([F:7])([CH3:6])[C:3](O)=[O:4].F[P-](F)(F)(F)(F)F.N1(O[P+](N(C)C)(N(C)C)N(C)C)C2C=CC=CC=2N=N1.FC(F)(F)C(O)=O.[NH2:42][C@@H:43]([CH2:64][C:65]1[CH:70]=[CH:69][C:68]([CH:71]2[S:75](=[O:77])(=[O:76])[NH:74][C:73](=[O:78])[CH2:72]2)=[C:67]([F:79])[CH:66]=1)[C:44]([NH:46][CH2:47][CH2:48][CH2:49][CH2:50][CH2:51][O:52][C:53]1[CH:62]=[CH:61][CH:60]=[C:59]([OH:63])[C:54]=1[C:55]([O:57][CH3:58])=[O:56])=[O:45].C(N(CC)C(C)C)(C)C. The catalyst is CN(C=O)C. The product is [F:1][C:2]([F:7])([CH3:6])[C:3]([NH:42][C@@H:43]([CH2:64][C:65]1[CH:70]=[CH:69][C:68]([CH:71]2[S:75](=[O:76])(=[O:77])[NH:74][C:73](=[O:78])[CH2:72]2)=[C:67]([F:79])[CH:66]=1)[C:44]([NH:46][CH2:47][CH2:48][CH2:49][CH2:50][CH2:51][O:52][C:53]1[CH:62]=[CH:61][CH:60]=[C:59]([OH:63])[C:54]=1[C:55]([O:57][CH3:58])=[O:56])=[O:45])=[O:4]. The yield is 0.730.